From a dataset of NCI-60 drug combinations with 297,098 pairs across 59 cell lines. Regression. Given two drug SMILES strings and cell line genomic features, predict the synergy score measuring deviation from expected non-interaction effect. Drug 1: COC1=C(C=C2C(=C1)N=CN=C2NC3=CC(=C(C=C3)F)Cl)OCCCN4CCOCC4. Drug 2: C1=NC2=C(N1)C(=S)N=CN2. Cell line: SF-268. Synergy scores: CSS=10.5, Synergy_ZIP=-9.50, Synergy_Bliss=-18.0, Synergy_Loewe=-18.7, Synergy_HSA=-16.8.